Task: Predict which catalyst facilitates the given reaction.. Dataset: Catalyst prediction with 721,799 reactions and 888 catalyst types from USPTO (1) The catalyst class is: 41. Reactant: [C:1]([O:5][C:6]([NH:8][C:9]1[CH:26]=[CH:25][C:24]([O:27][C:28]([F:31])([F:30])[F:29])=[CH:23][C:10]=1[C:11]([NH:13][CH2:14][C:15]([NH:17][C@@H:18]1[CH2:22][CH2:21][NH:20][CH2:19]1)=[O:16])=[O:12])=[O:7])([CH3:4])([CH3:3])[CH3:2].[CH3:32][C:33]1[CH:38]=[CH:37][C:36]2[C:39]([CH2:42]N(C)C)=[CH:40][NH:41][C:35]=2[CH:34]=1. Product: [C:1]([O:5][C:6]([NH:8][C:9]1[CH:26]=[CH:25][C:24]([O:27][C:28]([F:31])([F:29])[F:30])=[CH:23][C:10]=1[C:11]([NH:13][CH2:14][C:15]([NH:17][C@@H:18]1[CH2:22][CH2:21][N:20]([CH2:42][C:39]2[C:36]3[C:35](=[CH:34][C:33]([CH3:32])=[CH:38][CH:37]=3)[NH:41][CH:40]=2)[CH2:19]1)=[O:16])=[O:12])=[O:7])([CH3:4])([CH3:2])[CH3:3]. (2) Reactant: [N+:1]([CH2:4][C:5]([O:7][CH2:8][CH3:9])=[O:6])([O-:3])=O.[CH2:10]([OH:17])[CH2:11][CH2:12][CH2:13][CH2:14][C:15]#[CH:16].N12CCN(CC1)CC2. Product: [OH:17][CH2:10][CH2:11][CH2:12][CH2:13][CH2:14][C:15]1[O:3][N:1]=[C:4]([C:5]([O:7][CH2:8][CH3:9])=[O:6])[CH:16]=1. The catalyst class is: 8. (3) Reactant: [NH:1]1[CH:5]=[CH:4][C:3](B(O)O)=[N:2]1.C(=O)([O-])[O-].[Na+].[Na+].[C:15]([O:19][C:20](=[O:30])[NH:21][CH2:22][C:23]1[CH:28]=[CH:27][CH:26]=[CH:25][C:24]=1Br)([CH3:18])([CH3:17])[CH3:16].C(=O)(O)[O-].[Na+]. Product: [NH:1]1[CH:5]=[CH:4][C:3]([C:24]2[CH:25]=[CH:26][CH:27]=[CH:28][C:23]=2[CH2:22][NH:21][C:20](=[O:30])[O:19][C:15]([CH3:18])([CH3:17])[CH3:16])=[N:2]1. The catalyst class is: 427.